Dataset: Peptide-MHC class II binding affinity with 134,281 pairs from IEDB. Task: Regression. Given a peptide amino acid sequence and an MHC pseudo amino acid sequence, predict their binding affinity value. This is MHC class II binding data. (1) The peptide sequence is SSAGGFFTSVGKGIH. The MHC is DRB1_0405 with pseudo-sequence DRB1_0405. The binding affinity (normalized) is 0.0394. (2) The peptide sequence is DSEFCDMLKLFEFNK. The MHC is DRB1_0101 with pseudo-sequence DRB1_0101. The binding affinity (normalized) is 0.654. (3) The peptide sequence is NQEILELAQSETCSP. The MHC is DRB1_0802 with pseudo-sequence DRB1_0802. The binding affinity (normalized) is 0.388. (4) The peptide sequence is LGDKVNFFRMVISNPAATHQD. The MHC is DRB1_0401 with pseudo-sequence DRB1_0401. The binding affinity (normalized) is 0. (5) The peptide sequence is DKFKIFEAAFSES. The MHC is DRB1_0701 with pseudo-sequence DRB1_0701. The binding affinity (normalized) is 0.426. (6) The peptide sequence is TWEDHCQFSRPSPIG. The MHC is DRB1_0101 with pseudo-sequence DRB1_0101. The binding affinity (normalized) is 0.518. (7) The peptide sequence is ACKVAATAANAAPAN. The MHC is DRB1_1001 with pseudo-sequence DRB1_1001. The binding affinity (normalized) is 0.459. (8) The peptide sequence is AFSVAATAANAAPAN. The MHC is HLA-DPA10201-DPB11401 with pseudo-sequence HLA-DPA10201-DPB11401. The binding affinity (normalized) is 0.0677. (9) The peptide sequence is GIFLSVAAGNEAENA. The MHC is DRB3_0202 with pseudo-sequence DRB3_0202. The binding affinity (normalized) is 0.578.